This data is from Full USPTO retrosynthesis dataset with 1.9M reactions from patents (1976-2016). The task is: Predict the reactants needed to synthesize the given product. (1) Given the product [CH:1]1([CH2:4][N:5]2[C:13]3[N:12]=[C:11]([CH2:14][C:15]4[CH:16]=[CH:17][C:18]([NH:21][CH2:32][CH3:33])=[CH:19][CH:20]=4)[NH:10][C:9]=3[C:8](=[O:22])[N:7]([CH2:23][C:24]3[CH:29]=[CH:28][CH:27]=[CH:26][C:25]=3[F:30])[C:6]2=[O:31])[CH2:3][CH2:2]1, predict the reactants needed to synthesize it. The reactants are: [CH:1]1([CH2:4][N:5]2[C:13]3[N:12]=[C:11]([CH2:14][C:15]4[CH:20]=[CH:19][C:18]([NH2:21])=[CH:17][CH:16]=4)[NH:10][C:9]=3[C:8](=[O:22])[N:7]([CH2:23][C:24]3[CH:29]=[CH:28][CH:27]=[CH:26][C:25]=3[F:30])[C:6]2=[O:31])[CH2:3][CH2:2]1.[CH:32](=O)[CH3:33]. (2) Given the product [CH2:1]([N:8]([CH2:21][C:22]1[CH:23]=[CH:24][C:25]([O:26][C:27]2[CH:28]=[CH:29][C:30]([O:31][CH2:32][C:33]([NH:45][C@H:44]([C:43]([OH:42])=[O:49])[CH:46]([CH3:48])[CH3:47])=[O:34])=[CH:36][CH:37]=2)=[CH:38][CH:39]=1)[C:9]1[CH:14]=[CH:13][CH:12]=[C:11]([NH:15][S:16]([CH3:19])(=[O:17])=[O:18])[C:10]=1[CH3:20])[C:2]1[CH:3]=[CH:4][CH:5]=[CH:6][CH:7]=1, predict the reactants needed to synthesize it. The reactants are: [CH2:1]([N:8]([CH2:21][C:22]1[CH:39]=[CH:38][C:25]([O:26][C:27]2[CH:37]=[CH:36][C:30]([O:31][CH2:32][C:33](O)=[O:34])=[CH:29][CH:28]=2)=[CH:24][CH:23]=1)[C:9]1[CH:14]=[CH:13][CH:12]=[C:11]([NH:15][S:16]([CH3:19])(=[O:18])=[O:17])[C:10]=1[CH3:20])[C:2]1[CH:7]=[CH:6][CH:5]=[CH:4][CH:3]=1.Cl.C[O:42][C:43](=[O:49])[C@H:44]([CH:46]([CH3:48])[CH3:47])[NH2:45]. (3) Given the product [CH3:22][N:17]([C:11]1[N:10]=[C:9]([C:23]2[CH:28]=[CH:27][C:26]([F:29])=[CH:25][CH:24]=2)[C:8](/[CH:7]=[CH:38]/[C@H:40]2[O:45][C:44]([CH3:46])([CH3:47])[O:43][C@@H:42]([CH2:48][C:49]([N:51]([O:53][CH3:54])[CH3:52])=[O:50])[CH2:41]2)=[C:13]([CH:14]([CH3:16])[CH3:15])[N:12]=1)[S:18]([CH3:21])(=[O:20])=[O:19], predict the reactants needed to synthesize it. The reactants are: [Br-].C([P+](CCCC)(CCCC)[CH2:7][C:8]1[C:9]([C:23]2[CH:28]=[CH:27][C:26]([F:29])=[CH:25][CH:24]=2)=[N:10][C:11]([N:17]([CH3:22])[S:18]([CH3:21])(=[O:20])=[O:19])=[N:12][C:13]=1[CH:14]([CH3:16])[CH3:15])CCC.[CH:38]([C@H:40]1[O:45][C:44]([CH3:47])([CH3:46])[O:43][C@@H:42]([CH2:48][C:49]([N:51]([O:53][CH3:54])[CH3:52])=[O:50])[CH2:41]1)=O.CN(C)C=O.C(=O)([O-])[O-]. (4) Given the product [NH2:17][C:10]1[CH:11]=[CH:12][C:13]([CH:15]=[CH2:16])=[CH:14][C:9]=1[C:1]([C:2]1[CH:7]=[CH:6][CH:5]=[CH:4][CH:3]=1)=[O:8], predict the reactants needed to synthesize it. The reactants are: [C:1]([C:9]1[CH:14]=[C:13]([CH:15]=[CH2:16])[CH:12]=[CH:11][C:10]=1[NH:17]C(=O)C(F)(F)F)(=[O:8])[C:2]1[CH:7]=[CH:6][CH:5]=[CH:4][CH:3]=1.C(=O)([O-])[O-].[K+].[K+]. (5) Given the product [F:1][CH:2]([F:14])[O:3][C:4]1[CH:9]=[CH:8][C:7]([S:10]([NH:23][C:20]2[CH:21]=[CH:22][C:17]([O:16][CH3:15])=[C:18]([N:24]3[CH2:25][CH2:26][N:27]([CH3:30])[CH2:28][CH2:29]3)[CH:19]=2)(=[O:12])=[O:11])=[CH:6][CH:5]=1, predict the reactants needed to synthesize it. The reactants are: [F:1][CH:2]([F:14])[O:3][C:4]1[CH:9]=[CH:8][C:7]([S:10](Cl)(=[O:12])=[O:11])=[CH:6][CH:5]=1.[CH3:15][O:16][C:17]1[CH:22]=[CH:21][C:20]([NH2:23])=[CH:19][C:18]=1[N:24]1[CH2:29][CH2:28][N:27]([CH3:30])[CH2:26][CH2:25]1.